The task is: Predict which catalyst facilitates the given reaction.. This data is from Catalyst prediction with 721,799 reactions and 888 catalyst types from USPTO. (1) Product: [CH2:1]([O:3][C:4]1[CH:9]=[C:8]([C:10]([OH:12])=[O:11])[CH:7]=[CH:6][C:5]=1[C:14]1[CH:19]=[CH:18][CH:17]=[CH:16][C:15]=1[CH3:20])[CH3:2]. Reactant: [CH2:1]([O:3][C:4]1[CH:9]=[C:8]([C:10]([O:12]C)=[O:11])[CH:7]=[CH:6][C:5]=1[C:14]1[CH:19]=[CH:18][CH:17]=[CH:16][C:15]=1[CH3:20])[CH3:2].[OH-].[Li+]. The catalyst class is: 20. (2) Reactant: [CH3:1][O:2][C:3](=[O:19])[CH2:4][O:5][C:6]1[CH:15]=[CH:14][C:13]([S:16]C#N)=[C:12]2[C:7]=1[CH2:8][CH2:9][CH2:10][O:11]2.SC[C@H]([C@@H](CS)O)O.OP([O-])(O)=O.[K+]. Product: [CH3:1][O:2][C:3](=[O:19])[CH2:4][O:5][C:6]1[CH:15]=[CH:14][C:13]([SH:16])=[C:12]2[C:7]=1[CH2:8][CH2:9][CH2:10][O:11]2. The catalyst class is: 5. (3) Reactant: C([N:8]1[CH2:13][CH:12]=[C:11]([C:14]2[CH:19]=[CH:18][C:17]([OH:20])=[CH:16][CH:15]=2)[C:10]([F:22])([F:21])[CH2:9]1)C1C=CC=CC=1.[C:31](O[C:31]([O:33][C:34]([CH3:37])([CH3:36])[CH3:35])=[O:32])([O:33][C:34]([CH3:37])([CH3:36])[CH3:35])=[O:32]. Product: [F:22][C:10]1([F:21])[CH:11]([C:14]2[CH:19]=[CH:18][C:17]([OH:20])=[CH:16][CH:15]=2)[CH2:12][CH2:13][N:8]([C:31]([O:33][C:34]([CH3:35])([CH3:36])[CH3:37])=[O:32])[CH2:9]1. The catalyst class is: 43. (4) Reactant: [O:1]1[C:5]([C:6]2[CH:7]=[C:8]([CH:11]=[CH:12][CH:13]=2)[C:9]#[N:10])=[CH:4][N:3]=[CH:2]1.[Li]CCCC.[Cl:19]C(Cl)(Cl)C(Cl)(Cl)Cl. Product: [Cl:19][C:2]1[O:1][C:5]([C:6]2[CH:7]=[C:8]([CH:11]=[CH:12][CH:13]=2)[C:9]#[N:10])=[CH:4][N:3]=1. The catalyst class is: 1. (5) Reactant: [Cl:1][C:2]1[C:33]([CH3:34])=[CH:32][C:5]([O:6][CH2:7][CH2:8][CH2:9][C:10]2[C:18]3[C:13](=[C:14]([C:19]4[C:20]([CH3:25])=[N:21][NH:22][C:23]=4[CH3:24])[CH:15]=[CH:16][CH:17]=3)[N:12]([CH2:26][CH2:27][C:28]([OH:30])=[O:29])[C:11]=2[CH3:31])=[CH:4][C:3]=1[CH3:35].C(=O)([O-])[O-].[Cs+].[Cs+].Br.Br[CH2:44][C:45]1[CH:50]=[CH:49][CH:48]=[CH:47][N:46]=1.O.CC#N. Product: [Cl:1][C:2]1[C:33]([CH3:34])=[CH:32][C:5]([O:6][CH2:7][CH2:8][CH2:9][C:10]2[C:18]3[C:13](=[C:14]([C:19]4[C:23]([CH3:24])=[N:22][N:21]([CH2:44][C:45]5[CH:50]=[CH:49][CH:48]=[CH:47][N:46]=5)[C:20]=4[CH3:25])[CH:15]=[CH:16][CH:17]=3)[N:12]([CH2:26][CH2:27][C:28]([OH:30])=[O:29])[C:11]=2[CH3:31])=[CH:4][C:3]=1[CH3:35]. The catalyst class is: 726. (6) Reactant: [NH2:1][CH2:2][CH:3]([C:5]1[CH:10]=[CH:9][CH:8]=[CH:7][CH:6]=1)[OH:4].Cl[C:12](Cl)([O:14]C(=O)OC(Cl)(Cl)Cl)Cl. Product: [C:5]1([CH:3]2[O:4][C:12](=[O:14])[NH:1][CH2:2]2)[CH:10]=[CH:9][CH:8]=[CH:7][CH:6]=1. The catalyst class is: 2. (7) The catalyst class is: 3. Product: [CH3:8][C:9]1[C:17]2[CH2:16][O:15][C:14](=[O:18])[C:13]=2[CH:12]=[CH:11][C:10]=1[S:19][CH2:20][CH:21]1[CH2:26][CH2:25][N:24]([C:39](=[O:40])[CH2:38][C:35]2[CH:36]=[N:37][C:32]([N:27]3[CH:31]=[N:30][N:29]=[N:28]3)=[CH:33][CH:34]=2)[CH2:23][CH2:22]1. Reactant: FC(F)(F)C([O-])=O.[CH3:8][C:9]1[C:17]2[CH2:16][O:15][C:14](=[O:18])[C:13]=2[CH:12]=[CH:11][C:10]=1[S:19][CH2:20][CH:21]1[CH2:26][CH2:25][NH2+:24][CH2:23][CH2:22]1.[N:27]1([C:32]2[N:37]=[CH:36][C:35]([CH2:38][C:39](O)=[O:40])=[CH:34][CH:33]=2)[CH:31]=[N:30][N:29]=[N:28]1.CCN(C(C)C)C(C)C.CN(C(ON1N=NC2C=CC=NC1=2)=[N+](C)C)C.F[P-](F)(F)(F)(F)F. (8) Reactant: [Cl:1][C:2]1[C:3]2[N:4]([C:8]([CH:11]3[CH2:14][CH2:13][CH2:12]3)=[N:9][CH:10]=2)[CH:5]=[CH:6][N:7]=1.C1C(=O)N([I:22])C(=O)C1. Product: [Cl:1][C:2]1[C:3]2[N:4]([C:8]([CH:11]3[CH2:14][CH2:13][CH2:12]3)=[N:9][C:10]=2[I:22])[CH:5]=[CH:6][N:7]=1. The catalyst class is: 454.